From a dataset of Reaction yield outcomes from USPTO patents with 853,638 reactions. Predict the reaction yield, written as a fraction of the theoretical maximum amount of product (1.0 means a 100% yield; for example, 0.34 means a 34% yield). (1) The reactants are [CH3:1][O:2][C:3]([C:5]1[C:10](C)=[CH:9][C:8](Br)=[C:7]([Cl:13])[N:6]=1)=[O:4].Cl.[F:15][C:16]1([F:20])[CH2:19][NH:18][CH2:17]1.C1C=CC(P(C2C=CC3C(=CC=CC=3)C=2C2C3C(=CC=CC=3)C=CC=2P(C2C=CC=CC=2)C2C=CC=CC=2)C2C=CC=CC=2)=CC=1.C(=O)([O-])[O-].[Cs+].[Cs+]. The catalyst is C1(C)C=CC=CC=1.C1C=CC(/C=C/C(/C=C/C2C=CC=CC=2)=O)=CC=1.C1C=CC(/C=C/C(/C=C/C2C=CC=CC=2)=O)=CC=1.C1C=CC(/C=C/C(/C=C/C2C=CC=CC=2)=O)=CC=1.[Pd].[Pd]. The product is [CH3:1][O:2][C:3]([C:5]1[CH:10]=[CH:9][C:8]([N:18]2[CH2:19][C:16]([F:20])([F:15])[CH2:17]2)=[C:7]([Cl:13])[N:6]=1)=[O:4]. The yield is 0.210. (2) The reactants are [NH2:1][C:2]1[CH:10]=[CH:9][CH:8]=[C:7]2[C:3]=1[C:4](=[O:20])[N:5]([CH:12]1[CH2:17][CH2:16][C:15](=[O:18])[NH:14][C:13]1=[O:19])[C:6]2=[O:11].[CH2:21]([O:28][CH2:29][C:30](Cl)=[O:31])[C:22]1[CH:27]=[CH:26][CH:25]=[CH:24][CH:23]=1.CO. The catalyst is C1COCC1. The product is [CH2:21]([O:28][CH2:29][C:30]([NH:1][C:2]1[CH:10]=[CH:9][CH:8]=[C:7]2[C:3]=1[C:4](=[O:20])[N:5]([CH:12]1[CH2:17][CH2:16][C:15](=[O:18])[NH:14][C:13]1=[O:19])[C:6]2=[O:11])=[O:31])[C:22]1[CH:27]=[CH:26][CH:25]=[CH:24][CH:23]=1. The yield is 0.800. (3) The reactants are [F:1][C:2]1[CH:3]=[C:4]([CH:7]=[CH:8][C:9]=1[F:10])[CH:5]=O.[C:11]([OH:17])(=[O:16])[CH2:12]C(O)=O.C([O-])(=O)C.[NH4+:22]. The catalyst is C(O)C. The product is [NH2:22][CH:5]([C:4]1[CH:7]=[CH:8][C:9]([F:10])=[C:2]([F:1])[CH:3]=1)[CH2:12][C:11]([OH:17])=[O:16]. The yield is 0.620.